Dataset: Catalyst prediction with 721,799 reactions and 888 catalyst types from USPTO. Task: Predict which catalyst facilitates the given reaction. (1) Reactant: [Cl:1][C:2]1[CH:12]=[CH:11][CH:10]=[C:9]([F:13])[C:3]=1[C:4]([O:6][CH2:7][CH3:8])=[O:5].[Li+].CC([N-]C(C)C)C.CN([CH:25]=[O:26])C. Product: [Cl:1][C:2]1[C:3]([C:4]([O:6][CH2:7][CH3:8])=[O:5])=[C:9]([F:13])[C:10]([CH:25]=[O:26])=[CH:11][CH:12]=1. The catalyst class is: 1. (2) Reactant: [Cl:1][C:2]1[CH:10]=[CH:9][C:8]2[NH:7][C:6]3[CH2:11][CH2:12][N:13]([CH3:15])[CH2:14][C:5]=3[C:4]=2[CH:3]=1.[NH:16]1[CH2:23][CH2:22]C[C@H:17]1C(O)=O.[O-]P([O-])([O-])=O.[K+].[K+].[K+].[CH3:32][C:33]1N=CC=N[CH:38]=1.C[N:40]([CH:42]=O)[CH3:41]. Product: [Cl:1][C:2]1[CH:10]=[CH:9][C:8]2[N:7](/[CH:32]=[C:33](/[C:41]3[CH:17]=[N:16][C:23]([CH3:22])=[CH:42][N:40]=3)\[CH3:38])[C:6]3[CH2:11][CH2:12][N:13]([CH3:15])[CH2:14][C:5]=3[C:4]=2[CH:3]=1. The catalyst class is: 205.